Dataset: Reaction yield outcomes from USPTO patents with 853,638 reactions. Task: Predict the reaction yield, written as a fraction of the theoretical maximum amount of product (1.0 means a 100% yield; for example, 0.34 means a 34% yield). The reactants are [OH:1][CH2:2][C@@H:3]([NH:7][C:8]([C:10]1[N:11]=[N:12][C:13]([C:20]([N:22]2[CH2:27][CH2:26][N:25]([CH3:28])[C@@H:24]([CH:29]([CH2:31][CH3:32])[CH3:30])[CH2:23]2)=[O:21])=[CH:14][C:15]=1[CH2:16][CH:17]([CH3:19])[CH3:18])=O)[CH:4]([CH3:6])[CH3:5].CCN(S(F)(F)F)CC.C([O-])([O-])=O.[K+].[K+].C(=O)(O)[O-].[Na+]. The catalyst is C(Cl)Cl. The product is [CH:29]([C@@H:24]1[N:25]([CH3:28])[CH2:26][CH2:27][N:22]([C:20]([C:13]2[N:12]=[N:11][C:10]([C:8]3[O:1][CH2:2][C@H:3]([CH:4]([CH3:5])[CH3:6])[N:7]=3)=[C:15]([CH2:16][CH:17]([CH3:18])[CH3:19])[CH:14]=2)=[O:21])[CH2:23]1)([CH2:31][CH3:32])[CH3:30]. The yield is 0.650.